This data is from Full USPTO retrosynthesis dataset with 1.9M reactions from patents (1976-2016). The task is: Predict the reactants needed to synthesize the given product. (1) Given the product [Cl:9][C:10]1[CH:16]=[CH:15][CH:14]=[CH:13][C:11]=1[NH:12][C:6]1[CH:5]=[CH:4][N:3]=[C:2]([NH2:1])[N:7]=1, predict the reactants needed to synthesize it. The reactants are: [NH2:1][C:2]1[N:7]=[C:6](Cl)[CH:5]=[CH:4][N:3]=1.[Cl:9][C:10]1[CH:16]=[CH:15][CH:14]=[CH:13][C:11]=1[NH2:12].CO.C(O)(C(F)(F)F)=O. (2) Given the product [Cl:1][C:2]1[CH:3]=[C:4]2[N:11]=[C:10]([O:12][C@@H:13]3[CH2:14][O:15][C@@H:16]4[C@H:20]([OH:21])[CH2:19][O:18][C@H:17]34)[N:9]([CH2:22][O:23][CH2:24][CH2:25][Si:26]([CH3:29])([CH3:28])[CH3:27])[C:5]2=[N:6][C:7]=1[C:36]1[CH:37]=[CH:38][C:33]([C:30]([OH:32])=[O:31])=[CH:34][CH:35]=1, predict the reactants needed to synthesize it. The reactants are: [Cl:1][C:2]1[CH:3]=[C:4]2[N:11]=[C:10]([O:12][C@H:13]3[C@H:17]4[O:18][CH2:19][C@@H:20]([OH:21])[C@H:16]4[O:15][CH2:14]3)[N:9]([CH2:22][O:23][CH2:24][CH2:25][Si:26]([CH3:29])([CH3:28])[CH3:27])[C:5]2=[N:6][C:7]=1I.[C:30]([C:33]1[CH:38]=[CH:37][C:36](B(O)O)=[CH:35][CH:34]=1)([OH:32])=[O:31]. (3) Given the product [CH3:1][C@H:2]1[N:14]2[C:6](=[CH:7][C:8]3[C:13]2=[N:12][CH:11]=[C:10]([CH3:15])[CH:9]=3)[CH2:5][NH:4][CH2:3]1, predict the reactants needed to synthesize it. The reactants are: [CH3:1][C@H:2]1[N:14]2[C:6](=[CH:7][C:8]3[C:13]2=[N:12][CH:11]=[C:10]([CH3:15])[CH:9]=3)[C:5](=O)[NH:4][CH2:3]1.[H-].[Al+3].[Li+].[H-].[H-].[H-]. (4) The reactants are: [Cl-:1].C([O:4][C:5]([C:7]1[CH:11]=[C:10]([C:12]2[CH:17]=[CH:16][N:15]=[CH:14][CH:13]=2)[NH:9][C:8]=1[CH2:18][CH2:19][NH3+:20])=O)C.C(=O)([O-])[O-].[K+].[K+]. Given the product [ClH:1].[N:15]1[CH:16]=[CH:17][C:12]([C:10]2[NH:9][C:8]3[CH2:18][CH2:19][NH:20][C:5](=[O:4])[C:7]=3[CH:11]=2)=[CH:13][CH:14]=1, predict the reactants needed to synthesize it. (5) Given the product [NH2:2][C:13]1([O:21][C@H:20]([CH2:22][OH:23])[C@@H:18]([OH:19])[C@H:16]([OH:17])[C@H:14]1[NH2:15])[OH:12], predict the reactants needed to synthesize it. The reactants are: C[N:2](C)C.O1C(CCl)C1.[OH-].[Na+].[OH:12][CH:13]1[O:21][C@H:20]([CH2:22][OH:23])[C@@H:18]([OH:19])[C@H:16]([OH:17])[C@H:14]1[NH2:15]. (6) Given the product [CH3:13][N:11]([CH3:12])[C:9]1[CH:10]=[C:3]([CH:4]=[C:5]([O:6][CH3:7])[CH:8]=1)[CH2:2][NH:1][CH2:16][C@@H:15]([OH:14])[C@@H:17]([NH:25][C:26](=[O:32])[O:27][C:28]([CH3:30])([CH3:29])[CH3:31])[CH2:18][C:19]1[CH:24]=[CH:23][CH:22]=[CH:21][CH:20]=1, predict the reactants needed to synthesize it. The reactants are: [NH2:1][CH2:2][C:3]1[CH:4]=[C:5]([CH:8]=[C:9]([N:11]([CH3:13])[CH3:12])[CH:10]=1)[O:6][CH2+:7].[O:14]1[CH2:16][C@@H:15]1[C@@H:17]([NH:25][C:26](=[O:32])[O:27][C:28]([CH3:31])([CH3:30])[CH3:29])[CH2:18][C:19]1[CH:24]=[CH:23][CH:22]=[CH:21][CH:20]=1. (7) Given the product [NH2:9][C:8]1[S:14][CH:15]=[CH:16][C:10]=1[C:11]([NH2:13])=[O:12], predict the reactants needed to synthesize it. The reactants are: C(N(CC)CC)C.[C:8]([CH2:10][C:11]([NH2:13])=[O:12])#[N:9].[S:14]1CC(O)S[CH2:16][CH:15]1O.